This data is from Full USPTO retrosynthesis dataset with 1.9M reactions from patents (1976-2016). The task is: Predict the reactants needed to synthesize the given product. (1) Given the product [C:1]([NH:4][C@@H:5]1[C@@H:10]([N:11]=[N+:12]=[N-:13])[CH2:9][C:8]([P:26]([O:27][CH2:49][CH3:50])(=[O:28])[O:29][CH2:30][CH3:31])=[CH:7][C@@H:6]1[OH:19])(=[O:3])[CH3:2], predict the reactants needed to synthesize it. The reactants are: [C:1]([NH:4][C@@H:5]1[C@@H:10]([N:11]=[N+:12]=[N-:13])[CH2:9][C:8](C(OCC)=O)=[CH:7][C@@H:6]1[OH:19])(=[O:3])[CH3:2].C1([P:26]([O-:29])(=[O:28])[O-:27])CCCCC=1.[CH:30]1C=CC(P(C2C=CC=CC=2)C2C=CC=CC=2)=C[CH:31]=1.[CH3:49][CH:50](OC(/N=N/C(OC(C)C)=O)=O)C.C1C=CC(P(N=[N+]=[N-])(C2C=CC=CC=2)=O)=CC=1. (2) Given the product [C:4]([O:3][C:1]([N:8]1[CH2:15][CH2:14][CH2:13][C@H:9]1[C:10](=[O:12])[NH:54][C:50]1[S:49][CH:53]=[C:52]([C:27]2[CH:28]=[CH:29][C:48]([C:46](=[O:59])[NH:42][CH:43]3[CH2:44][CH2:45]3)=[CH:25][CH:26]=2)[N:51]=1)=[O:2])([CH3:5])([CH3:6])[CH3:7], predict the reactants needed to synthesize it. The reactants are: [C:1]([N:8]1[CH2:15][CH2:14][CH2:13][C@H:9]1[C:10]([OH:12])=O)([O:3][C:4]([CH3:7])([CH3:6])[CH3:5])=[O:2].CN(C(ON1N=N[C:26]2[CH:27]=[CH:28][CH:29]=N[C:25]1=2)=[N+](C)C)C.F[P-](F)(F)(F)(F)F.CC[N:42]([CH:46]([CH3:48])C)[CH:43]([CH3:45])[CH3:44].[S:49]1[CH:53]=[CH:52][N:51]=[C:50]1[NH2:54].CN(C=[O:59])C. (3) Given the product [CH3:1][O:2][C:3]([C:5]1[S:6][C:7]([NH2:12])=[C:8]([CH3:11])[C:9]=1[Cl:10])=[O:4], predict the reactants needed to synthesize it. The reactants are: [CH3:1][O:2][C:3]([C:5]1[S:6][C:7]([N+:12]([O-])=O)=[C:8]([CH3:11])[C:9]=1[Cl:10])=[O:4].